Dataset: Forward reaction prediction with 1.9M reactions from USPTO patents (1976-2016). Task: Predict the product of the given reaction. (1) Given the reactants C(=O)([O-])[O-].[K+].[K+].[I-].[K+].[Cl:9][C:10]1[C:11]([CH3:17])=[CH:12][C:13]([OH:16])=[CH:14][CH:15]=1.[CH3:18][N:19]([CH3:36])[C:20]([O:22][C:23]1[CH:24]=[C:25]2[C:30](=[CH:31][CH:32]=1)[C@@H:29]([CH2:33][CH2:34]Br)[NH:28][CH2:27][CH2:26]2)=[O:21].[F:37][C:38]([F:43])([F:42])[C:39]([NH2:41])=[O:40], predict the reaction product. The product is: [CH3:18][N:19]([CH3:36])[C:20]([O:22][C:23]1[CH:24]=[C:25]2[C:30](=[CH:31][CH:32]=1)[C@@H:29]([CH2:33][CH2:34][O:16][C:13]1[CH:14]=[CH:15][C:10]([Cl:9])=[C:11]([CH3:17])[CH:12]=1)[NH:28][CH2:27][CH2:26]2)=[O:21].[F:37][C:38]([F:43])([F:42])[C:39]([NH2:41])=[O:40]. (2) Given the reactants [O:1]([C:8]1[CH:13]=[CH:12][C:11]([C:14]2[C:22]3[C:17](=[N:18][CH:19]=[N:20][C:21]=3[NH2:23])[N:16]([CH:24]3[CH2:29][CH2:28][NH:27][CH2:26][CH2:25]3)[N:15]=2)=[CH:10][CH:9]=1)[C:2]1[CH:7]=[CH:6][CH:5]=[CH:4][CH:3]=1.[C:30]([O:34][C:35]([N:37]([CH2:43][CH2:44][OH:45])[CH2:38][CH2:39][C:40](O)=[O:41])=[O:36])([CH3:33])([CH3:32])[CH3:31].Cl.CN(C)CCCN=C=NCC.C(N(CC)C(C)C)(C)C.ON1C2N=CC=CC=2N=N1, predict the reaction product. The product is: [NH2:23][C:21]1[N:20]=[CH:19][N:18]=[C:17]2[N:16]([CH:24]3[CH2:29][CH2:28][N:27]([C:40](=[O:41])[CH2:39][CH2:38][N:37]([CH2:43][CH2:44][OH:45])[C:35](=[O:36])[O:34][C:30]([CH3:31])([CH3:32])[CH3:33])[CH2:26][CH2:25]3)[N:15]=[C:14]([C:11]3[CH:10]=[CH:9][C:8]([O:1][C:2]4[CH:7]=[CH:6][CH:5]=[CH:4][CH:3]=4)=[CH:13][CH:12]=3)[C:22]=12. (3) Given the reactants P(Br)(Br)[Br:2].[F:5][C:6]1[CH:7]=[C:8]([CH2:16]O)[CH:9]=[C:10]([F:15])[C:11]=1[N+:12]([O-:14])=[O:13].CO.C([O-])(O)=O.[Na+], predict the reaction product. The product is: [Br:2][CH2:16][C:8]1[CH:9]=[C:10]([F:15])[C:11]([N+:12]([O-:14])=[O:13])=[C:6]([F:5])[CH:7]=1.